Task: Predict the product of the given reaction.. Dataset: Forward reaction prediction with 1.9M reactions from USPTO patents (1976-2016) (1) The product is: [OH:25][N:24]=[C:1]([C:4]1[C:12]2[C:7](=[CH:8][CH:9]=[CH:10][CH:11]=2)[N:6]([C:13]2[CH:21]=[CH:20][C:16]([C:17]([NH2:19])=[O:18])=[CH:15][C:14]=2[Cl:22])[CH:5]=1)[CH3:2]. Given the reactants [C:1]([C:4]1[C:12]2[C:7](=[CH:8][CH:9]=[CH:10][CH:11]=2)[N:6]([C:13]2[CH:21]=[CH:20][C:16]([C:17]([NH2:19])=[O:18])=[CH:15][C:14]=2[Cl:22])[CH:5]=1)(=O)[CH3:2].Cl.[NH2:24][OH:25].C(N(CC)CC)C, predict the reaction product. (2) Given the reactants P(Cl)(Cl)(Cl)=O.[Cl:6][C:7]1[CH:8]=[N:9][CH:10]=[C:11]([Cl:34])[C:12]=1[NH:13][C:14]1[C:23]2[C:18](=[C:19]([O:26][CH2:27][CH2:28][CH2:29][CH2:30][CH2:31][OH:32])[C:20]([O:24][CH3:25])=[CH:21][CH:22]=2)[O:17][C:16](=[O:33])[CH:15]=1.[P:35](OC)([O:39]C)([O:37]C)=[O:36], predict the reaction product. The product is: [P:35]([OH:39])([OH:37])([O:32][CH2:31][CH2:30][CH2:29][CH2:28][CH2:27][O:26][C:19]1[C:20]([O:24][CH3:25])=[CH:21][CH:22]=[C:23]2[C:18]=1[O:17][C:16](=[O:33])[CH:15]=[C:14]2[NH:13][C:12]1[C:11]([Cl:34])=[CH:10][N:9]=[CH:8][C:7]=1[Cl:6])=[O:36]. (3) Given the reactants Cl.[CH3:2][N:3]([CH3:10])[CH2:4][CH2:5][CH2:6][C:7](O)=[O:8].[NH:11]1[C:19]2[C:14](=[C:15]([C:20]3[CH:25]=[C:24]([NH2:26])[CH:23]=[C:22]([N:27]4[CH2:32][CH2:31][O:30][CH2:29][CH2:28]4)[N:21]=3)[CH:16]=[CH:17][CH:18]=2)[CH:13]=[CH:12]1.CC(C)N=C=NC(C)C.CCN(CC)CC.ClC1C=C(N)C=C(N2CCOCC2)N=1, predict the reaction product. The product is: [CH3:2][N:3]([CH3:10])[CH2:4][CH2:5][CH2:6][C:7]([NH:26][C:24]1[CH:23]=[C:22]([N:27]2[CH2:32][CH2:31][O:30][CH2:29][CH2:28]2)[N:21]=[C:20]([C:15]2[CH:16]=[CH:17][CH:18]=[C:19]3[C:14]=2[CH:13]=[CH:12][NH:11]3)[CH:25]=1)=[O:8]. (4) Given the reactants [C:1]([C:5]1[CH:6]=[CH:7][C:8]([C:11](=O)[CH3:12])=[N:9][CH:10]=1)([CH3:4])([CH3:3])[CH3:2].C(O)C.[BH4-].[Na+].[NH3:19], predict the reaction product. The product is: [C:1]([C:5]1[CH:6]=[CH:7][C:8]([CH:11]([NH2:19])[CH3:12])=[N:9][CH:10]=1)([CH3:4])([CH3:3])[CH3:2].